This data is from NCI-60 drug combinations with 297,098 pairs across 59 cell lines. The task is: Regression. Given two drug SMILES strings and cell line genomic features, predict the synergy score measuring deviation from expected non-interaction effect. (1) Drug 1: C1=CC(=CC=C1C#N)C(C2=CC=C(C=C2)C#N)N3C=NC=N3. Drug 2: C1=NNC2=C1C(=O)NC=N2. Cell line: TK-10. Synergy scores: CSS=0.0510, Synergy_ZIP=6.49, Synergy_Bliss=1.89, Synergy_Loewe=1.01, Synergy_HSA=-1.40. (2) Drug 1: CC1=CC2C(CCC3(C2CCC3(C(=O)C)OC(=O)C)C)C4(C1=CC(=O)CC4)C. Drug 2: CN(C)N=NC1=C(NC=N1)C(=O)N. Cell line: SF-268. Synergy scores: CSS=1.20, Synergy_ZIP=4.96, Synergy_Bliss=10.5, Synergy_Loewe=3.68, Synergy_HSA=4.12. (3) Drug 1: CC1=CC=C(C=C1)C2=CC(=NN2C3=CC=C(C=C3)S(=O)(=O)N)C(F)(F)F. Drug 2: CCN(CC)CCNC(=O)C1=C(NC(=C1C)C=C2C3=C(C=CC(=C3)F)NC2=O)C. Cell line: HOP-62. Synergy scores: CSS=5.11, Synergy_ZIP=0.850, Synergy_Bliss=6.43, Synergy_Loewe=4.09, Synergy_HSA=2.87. (4) Drug 1: CCC(=C(C1=CC=CC=C1)C2=CC=C(C=C2)OCCN(C)C)C3=CC=CC=C3.C(C(=O)O)C(CC(=O)O)(C(=O)O)O. Drug 2: C1C(C(OC1N2C=NC(=NC2=O)N)CO)O. Cell line: SN12C. Synergy scores: CSS=8.19, Synergy_ZIP=-1.13, Synergy_Bliss=0.948, Synergy_Loewe=-0.213, Synergy_HSA=0.794. (5) Drug 1: CCC1(CC2CC(C3=C(CCN(C2)C1)C4=CC=CC=C4N3)(C5=C(C=C6C(=C5)C78CCN9C7C(C=CC9)(C(C(C8N6C=O)(C(=O)OC)O)OC(=O)C)CC)OC)C(=O)OC)O.OS(=O)(=O)O. Drug 2: C(CC(=O)O)C(=O)CN.Cl. Cell line: HL-60(TB). Synergy scores: CSS=4.99, Synergy_ZIP=-3.95, Synergy_Bliss=-0.435, Synergy_Loewe=0.234, Synergy_HSA=0.234. (6) Drug 1: C1=NC2=C(N=C(N=C2N1C3C(C(C(O3)CO)O)F)Cl)N. Synergy scores: CSS=24.1, Synergy_ZIP=-2.73, Synergy_Bliss=-2.57, Synergy_Loewe=0.766, Synergy_HSA=0.575. Cell line: OVCAR-4. Drug 2: CC1C(C(CC(O1)OC2CC(CC3=C2C(=C4C(=C3O)C(=O)C5=CC=CC=C5C4=O)O)(C(=O)C)O)N)O. (7) Drug 1: C1CCN(CC1)CCOC2=CC=C(C=C2)C(=O)C3=C(SC4=C3C=CC(=C4)O)C5=CC=C(C=C5)O. Drug 2: CC1=C2C(C(=O)C3(C(CC4C(C3C(C(C2(C)C)(CC1OC(=O)C(C(C5=CC=CC=C5)NC(=O)OC(C)(C)C)O)O)OC(=O)C6=CC=CC=C6)(CO4)OC(=O)C)OC)C)OC. Cell line: SNB-75. Synergy scores: CSS=34.4, Synergy_ZIP=6.77, Synergy_Bliss=7.79, Synergy_Loewe=-29.8, Synergy_HSA=6.91.